From a dataset of Reaction yield outcomes from USPTO patents with 853,638 reactions. Predict the reaction yield, written as a fraction of the theoretical maximum amount of product (1.0 means a 100% yield; for example, 0.34 means a 34% yield). (1) The reactants are [F:1][C:2]1[CH:3]=[C:4]([OH:11])[CH:5]=[CH:6][C:7]=1[N+:8]([O-:10])=[O:9].[F:12][C:13]1[CH:20]=[CH:19][C:16]([CH2:17]Br)=[CH:15][CH:14]=1.C(=O)([O-])[O-].[K+].[K+]. The catalyst is CC(C)=O. The product is [F:1][C:2]1[CH:3]=[C:4]([O:11][CH2:17][C:16]2[CH:19]=[CH:20][C:13]([F:12])=[CH:14][CH:15]=2)[CH:5]=[CH:6][C:7]=1[N+:8]([O-:10])=[O:9]. The yield is 0.860. (2) The reactants are [NH2:1][C:2]1[CH:31]=[CH:30][C:5]([O:6][C:7]2[CH:12]=[CH:11][N:10]=[C:9]3[CH:13]=[C:14]([C:16]4[N:21]=[CH:20][C:19]([CH2:22][N:23]5[CH2:28][CH2:27][CH2:26][O:25][C:24]5=[O:29])=[CH:18][CH:17]=4)[S:15][C:8]=23)=[C:4]([F:32])[CH:3]=1.[N:33]([CH:36]([CH3:38])[CH3:37])=[C:34]=[O:35]. The catalyst is C(Cl)Cl. The product is [F:32][C:4]1[CH:3]=[C:2]([NH:1][C:34]([NH:33][CH:36]([CH3:38])[CH3:37])=[O:35])[CH:31]=[CH:30][C:5]=1[O:6][C:7]1[CH:12]=[CH:11][N:10]=[C:9]2[CH:13]=[C:14]([C:16]3[CH:17]=[CH:18][C:19]([CH2:22][N:23]4[CH2:28][CH2:27][CH2:26][O:25][C:24]4=[O:29])=[CH:20][N:21]=3)[S:15][C:8]=12. The yield is 0.294. (3) The reactants are [CH2:1]([NH:3][CH3:4])[CH3:2].[C:5]([C:9]1[CH:13]=[C:12]([NH:14][C:15]([NH:17][C@@H:18]2[C:27]3[C:22](=[CH:23][CH:24]=[CH:25][CH:26]=3)[C@H:21]([O:28][C:29]3[CH:30]=[CH:31][C:32]4[N:33]([C:35]([N:38]5[C@H:43]([CH3:44])[CH2:42][CH2:41][CH2:40][C@@H:39]5[CH3:45])=[N:36][N:37]=4)[CH:34]=3)[CH2:20][CH2:19]2)=[O:16])[N:11]([C:46]2[CH:47]=[C:48]([CH:57]=[CH:58][CH:59]=2)[O:49][CH2:50][CH2:51][O:52]S(C)(=O)=O)[N:10]=1)([CH3:8])([CH3:7])[CH3:6].C1C[O:63]CC1. No catalyst specified. The product is [CH:51]([OH:52])=[O:63].[C:5]([C:9]1[CH:13]=[C:12]([NH:14][C:15]([NH:17][C@@H:18]2[C:27]3[C:22](=[CH:23][CH:24]=[CH:25][CH:26]=3)[C@H:21]([O:28][C:29]3[CH:30]=[CH:31][C:32]4[N:33]([C:35]([N:38]5[C@H:39]([CH3:45])[CH2:40][CH2:41][CH2:42][C@@H:43]5[CH3:44])=[N:36][N:37]=4)[CH:34]=3)[CH2:20][CH2:19]2)=[O:16])[N:11]([C:46]2[CH:59]=[CH:58][CH:57]=[C:48]([O:49][CH2:50][CH2:51][N:3]([CH2:1][CH3:2])[CH3:4])[CH:47]=2)[N:10]=1)([CH3:6])([CH3:8])[CH3:7]. The yield is 0.110. (4) The reactants are C([O:8][P:9]([O:19][C:20]1[CH:25]=[C:24]([NH:26][C:27]([C:29]2[C:38](=[O:39])[C:37]3[C:32](=[CH:33][CH:34]=[CH:35][CH:36]=3)[NH:31][CH:30]=2)=[O:28])[C:23]([C:40]2[CH:45]=[CH:44][CH:43]=[C:42]([O:46][CH2:47][CH3:48])[CH:41]=2)=[CH:22][C:21]=1[C:49]([CH3:52])([CH3:51])[CH3:50])(=[O:18])[O:10]CC1C=CC=CC=1)C1C=CC=CC=1. The catalyst is C(O)C. The product is [CH2:47]([O:46][C:42]1[CH:41]=[C:40]([C:23]2[C:24]([NH:26][C:27]([C:29]3[C:38](=[O:39])[C:37]4[C:32](=[CH:33][CH:34]=[CH:35][CH:36]=4)[NH:31][CH:30]=3)=[O:28])=[CH:25][C:20]([O:19][P:9](=[O:8])([OH:10])[OH:18])=[C:21]([C:49]([CH3:50])([CH3:52])[CH3:51])[CH:22]=2)[CH:45]=[CH:44][CH:43]=1)[CH3:48]. The yield is 0.930.